This data is from Forward reaction prediction with 1.9M reactions from USPTO patents (1976-2016). The task is: Predict the product of the given reaction. (1) Given the reactants [Cl:1][C:2]1[CH:10]=[CH:9][C:5]([C:6](Cl)=[O:7])=[CH:4][N:3]=1.[N+:11]([C:14]1[CH:20]=[C:19]([CH3:21])[CH:18]=[C:17]([CH3:22])[C:15]=1[NH2:16])([O-:13])=[O:12], predict the reaction product. The product is: [Cl:1][C:2]1[N:3]=[CH:4][C:5]([C:6]([NH:16][C:15]2[C:17]([CH3:22])=[CH:18][C:19]([CH3:21])=[CH:20][C:14]=2[N+:11]([O-:13])=[O:12])=[O:7])=[CH:9][CH:10]=1. (2) Given the reactants [OH:1][C:2]([CH3:35])([CH3:34])[CH2:3][C@@:4]1([C:28]2[CH:33]=[CH:32][CH:31]=[CH:30][CH:29]=2)[O:9][C:8](=[O:10])[N:7]([C@H:11]([C:13]2[CH:18]=[CH:17][C:16](B3OC(C)(C)C(C)(C)O3)=[CH:15][CH:14]=2)[CH3:12])[CH2:6][CH2:5]1.Br[C:37]1[CH:38]=[CH:39][C:40]([C:43]2([CH3:50])[CH2:47][CH2:46][N:45]([CH3:48])[C:44]2=[O:49])=[N:41][CH:42]=1, predict the reaction product. The product is: [CH3:48][N:45]1[CH2:46][CH2:47][C:43]([C:40]2[N:41]=[CH:42][C:37]([C:16]3[CH:15]=[CH:14][C:13]([C@@H:11]([N:7]4[CH2:6][CH2:5][C@:4]([CH2:3][C:2]([OH:1])([CH3:34])[CH3:35])([C:28]5[CH:33]=[CH:32][CH:31]=[CH:30][CH:29]=5)[O:9][C:8]4=[O:10])[CH3:12])=[CH:18][CH:17]=3)=[CH:38][CH:39]=2)([CH3:50])[C:44]1=[O:49]. (3) Given the reactants ClC(Cl)(O[C:5](=[O:11])OC(Cl)(Cl)Cl)Cl.[N:13]1([C:19]2[C:20]3[N:34]=[N:33][N:32]([CH2:35][C:36]([F:39])([F:38])[F:37])[C:21]=3[N:22]=[C:23]([C:25]3[CH:31]=[CH:30][C:28]([NH2:29])=[CH:27][CH:26]=3)[N:24]=2)[CH2:18][CH2:17][O:16][CH2:15][CH2:14]1.[CH3:40][N:41]([CH3:49])[C:42]1[CH:47]=[CH:46][CH:45]=[CH:44][C:43]=1N.CC[N:52](CC)CC, predict the reaction product. The product is: [CH3:40][N:41]([CH3:49])[C:42]1[CH:47]=[CH:46][C:45]([NH:52][C:5]([NH:29][C:28]2[CH:30]=[CH:31][C:25]([C:23]3[N:24]=[C:19]([N:13]4[CH2:14][CH2:15][O:16][CH2:17][CH2:18]4)[C:20]4[N:34]=[N:33][N:32]([CH2:35][C:36]([F:38])([F:39])[F:37])[C:21]=4[N:22]=3)=[CH:26][CH:27]=2)=[O:11])=[CH:44][CH:43]=1. (4) Given the reactants [Cl:1][C:2]1[CH:3]=[CH:4][C:5]([N:15]2[CH:19]=[C:18]([Cl:20])[N:17]=[N:16]2)=[C:6]([C:8]2[N:13]=[CH:12][N:11]=[C:10]([OH:14])[CH:9]=2)[CH:7]=1.CN(C(ON1N=NC2C=CC=NC1=2)=[N+](C)C)C.F[P-](F)(F)(F)(F)F.C1CCN2C(=NCCC2)CC1.N[C@@H:57]1[C:73]2[CH:74]=[C:69]([CH:70]=[CH:71][CH:72]=2)[C:68]2[N:67]([CH:75]([F:77])[F:76])[N:66]=[CH:65][C:64]=2[NH:63][C:62](=[O:78])[C@H:61]([CH3:79])[CH2:60][CH2:59][CH2:58]1, predict the reaction product. The product is: [Cl:1][C:2]1[CH:3]=[CH:4][C:5]([N:15]2[CH:19]=[C:18]([Cl:20])[N:17]=[N:16]2)=[C:6]([C:8]2[N:13]=[CH:12][N:11]([C@@H:57]3[C:73]4[CH:74]=[C:69]([CH:70]=[CH:71][CH:72]=4)[C:68]4[N:67]([CH:75]([F:77])[F:76])[N:66]=[CH:65][C:64]=4[NH:63][C:62](=[O:78])[C@H:61]([CH3:79])[CH2:60][CH2:59][CH2:58]3)[C:10](=[O:14])[CH:9]=2)[CH:7]=1.